This data is from Forward reaction prediction with 1.9M reactions from USPTO patents (1976-2016). The task is: Predict the product of the given reaction. (1) Given the reactants [Cl:1][C:2]1[C:7]([C:8]([O:10][C:11]2[CH:16]=[C:15]([NH:17][S:18]([CH3:21])(=[O:20])=[O:19])[CH:14]=[C:13]([OH:22])[CH:12]=2)=[O:9])=[C:6](Cl)[N:5]=[CH:4][N:3]=1.[NH3:24], predict the reaction product. The product is: [NH2:24][C:6]1[C:7]([C:8]([O:10][C:11]2[CH:16]=[C:15]([NH:17][S:18]([CH3:21])(=[O:20])=[O:19])[CH:14]=[C:13]([OH:22])[CH:12]=2)=[O:9])=[C:2]([Cl:1])[N:3]=[CH:4][N:5]=1. (2) Given the reactants [F:1][C:2]1[CH:7]=[CH:6][C:5]([C:8]([F:11])([F:10])[F:9])=[CH:4][C:3]=1CC#N.C[Al](C)C.[CH2:19]([NH2:22])[CH2:20][NH2:21].[C:23]1(C)C=CC=C[CH:24]=1, predict the reaction product. The product is: [F:1][C:2]1[CH:3]=[CH:4][C:5]([C:8]([F:9])([F:10])[F:11])=[C:6]([CH:7]=1)[CH2:23][C:24]1[NH:21][CH2:20][CH2:19][N:22]=1. (3) Given the reactants [CH2:1]([NH:5][C:6]([C:8]1[NH:12][C:11]([C:13](OCC)=[O:14])=[N:10][CH:9]=1)=[O:7])[CH:2]([CH3:4])[CH3:3].[H-].[H-].[H-].[H-].[Li+].[Al+3], predict the reaction product. The product is: [OH:14][CH2:13][C:11]1[NH:12][C:8]([C:6]([NH:5][CH2:1][CH:2]([CH3:4])[CH3:3])=[O:7])=[CH:9][N:10]=1. (4) The product is: [Br:1][C:2]1[CH:7]=[CH:6][C:5]([CH:8]2[C:18]3[C:19](=[O:20])[C:14]([CH3:32])([CH3:13])[CH2:15][CH2:16][C:17]=3[N:21]([C:22]3[CH:27]=[CH:26][CH:25]=[C:24]([C:28]([F:29])([F:30])[F:31])[CH:23]=3)[C:10](=[O:11])[NH:9]2)=[CH:4][CH:3]=1. Given the reactants [Br:1][C:2]1[CH:7]=[CH:6][C:5]([CH:8](Cl)[N:9]=[C:10]=[O:11])=[CH:4][CH:3]=1.[CH3:13][C:14]1([CH3:32])[C:19](=[O:20])[CH:18]=[C:17]([NH:21][C:22]2[CH:27]=[CH:26][CH:25]=[C:24]([C:28]([F:31])([F:30])[F:29])[CH:23]=2)[CH2:16][CH2:15]1, predict the reaction product.